The task is: Predict which catalyst facilitates the given reaction.. This data is from Catalyst prediction with 721,799 reactions and 888 catalyst types from USPTO. (1) Product: [CH2:1]([O:3][CH:4]([O:14][CH2:15][CH3:16])[CH2:5][O:6][C:7]1[CH:8]=[CH:9][C:10]([O:46][C:43]2[CH:44]=[C:45]3[C:40](=[CH:41][CH:42]=2)[N:39]=[CH:38][N:37]=[C:36]3[NH:35][C:32]2[CH:33]=[CH:34][N:30]([CH3:29])[N:31]=2)=[N:11][CH:12]=1)[CH3:2]. Reactant: [CH2:1]([O:3][CH:4]([O:14][CH2:15][CH3:16])[CH2:5][O:6][C:7]1[CH:8]=[CH:9][C:10](F)=[N:11][CH:12]=1)[CH3:2].CC(C)([O-])C.[K+].CN(C)C(=O)C.[CH3:29][N:30]1[CH:34]=[CH:33][C:32]([NH:35][C:36]2[C:45]3[C:40](=[CH:41][CH:42]=[C:43]([OH:46])[CH:44]=3)[N:39]=[CH:38][N:37]=2)=[N:31]1. The catalyst class is: 6. (2) Reactant: Cl[CH:2]([CH:5]=[O:6])[CH:3]=O.[C:7]([NH2:15])(=[S:14])[C:8]1[CH:13]=[CH:12][CH:11]=[CH:10][CH:9]=1. Product: [C:8]1([C:7]2[S:14][C:2]([CH:5]=[O:6])=[CH:3][N:15]=2)[CH:13]=[CH:12][CH:11]=[CH:10][CH:9]=1. The catalyst class is: 21. (3) Reactant: [Br:1][C:2]1[C:7]([NH2:8])=[C:6]([O:9][CH3:10])[CH:5]=[CH:4][N:3]=1.Cl[C:12]([O:14][CH2:15][CH3:16])=[O:13].ClC([O-])=O. Product: [CH2:15]([O:14][C:12](=[O:13])[NH:8][C:7]1[C:2]([Br:1])=[N:3][CH:4]=[CH:5][C:6]=1[O:9][CH3:10])[CH3:16]. The catalyst class is: 17. (4) Reactant: I[C:2]1[CH:3]=[C:4]([N:8]2[N:12]=[N:11][C:10]([CH2:13][N:14]3[CH2:19][CH2:18][CH2:17][N:16]4[C:20]([C:23]5[CH:28]=[CH:27][N:26]=[CH:25][CH:24]=5)=[N:21][N:22]=[C:15]34)=[N:9]2)[CH:5]=[CH:6][CH:7]=1.[CH3:29][N:30](C=O)C. Product: [N:26]1[CH:27]=[CH:28][C:23]([C:20]2[N:16]3[CH2:17][CH2:18][CH2:19][N:14]([CH2:13][C:10]4[N:11]=[N:12][N:8]([C:4]5[CH:3]=[C:2]([CH:7]=[CH:6][CH:5]=5)[C:29]#[N:30])[N:9]=4)[C:15]3=[N:22][N:21]=2)=[CH:24][CH:25]=1. The catalyst class is: 507. (5) Reactant: [OH-].[Li+].[F:3][C:4]1[CH:5]=[C:6]([NH:12][C:13]2[N:22]=[CH:21][CH:20]=[CH:19][C:14]=2[C:15]([O:17]C)=[O:16])[CH:7]=[C:8]([O:10][CH3:11])[CH:9]=1. Product: [F:3][C:4]1[CH:5]=[C:6]([NH:12][C:13]2[N:22]=[CH:21][CH:20]=[CH:19][C:14]=2[C:15]([OH:17])=[O:16])[CH:7]=[C:8]([O:10][CH3:11])[CH:9]=1. The catalyst class is: 20. (6) Product: [CH2:14]([CH:21]1[CH2:24][CH2:23][N:22]1[C:1]([N:62]1[CH2:63][CH2:64][C:59]([CH2:58][N:55]2[C:56](=[O:57])[C:51]3[CH:50]=[N:49][N:48]([C:45]4[CH:44]=[CH:43][C:42]([F:41])=[CH:47][CH:46]=4)[C:52]=3[N:53]=[CH:54]2)([OH:65])[CH2:60][CH2:61]1)=[O:2])[C:15]1[CH:20]=[CH:19][CH:18]=[CH:17][CH:16]=1. Reactant: [C:1](OC(Cl)(Cl)Cl)(OC(Cl)(Cl)Cl)=[O:2].Cl.[CH2:14]([CH:21]1[CH2:24][CH2:23][NH:22]1)[C:15]1[CH:20]=[CH:19][CH:18]=[CH:17][CH:16]=1.C(N(CC)C(C)C)(C)C.C(O)(C(F)(F)F)=O.[F:41][C:42]1[CH:47]=[CH:46][C:45]([N:48]2[C:52]3[N:53]=[CH:54][N:55]([CH2:58][C:59]4([OH:65])[CH2:64][CH2:63][NH:62][CH2:61][CH2:60]4)[C:56](=[O:57])[C:51]=3[CH:50]=[N:49]2)=[CH:44][CH:43]=1. The catalyst class is: 46. (7) Reactant: FC(F)(F)S(O[C:7]1[C:11]2[C:12]([O:17][CH3:18])=[N:13][CH:14]=[C:15]([Cl:16])[C:10]=2[N:9]([C:19]2[C:24]([F:25])=[CH:23][CH:22]=[CH:21][C:20]=2[F:26])[N:8]=1)(=O)=O.CC1(C)C(C)(C)OB([C:37]2[CH:38]=[C:39]([CH2:42][C:43]#[N:44])[S:40][CH:41]=2)O1.C(=O)([O-])[O-].[Na+].[Na+].O. Product: [Cl:16][C:15]1[C:10]2[N:9]([C:19]3[C:20]([F:26])=[CH:21][CH:22]=[CH:23][C:24]=3[F:25])[N:8]=[C:7]([C:37]3[CH:38]=[C:39]([CH2:42][C:43]#[N:44])[S:40][CH:41]=3)[C:11]=2[C:12]([O:17][CH3:18])=[N:13][CH:14]=1. The catalyst class is: 128. (8) Reactant: C([O:3][C:4](=[O:19])[C:5]1[CH:10]=[CH:9][C:8]([P:11]([O:16][CH2:17][CH3:18])([O:13][CH2:14][CH3:15])=[O:12])=[CH:7][CH:6]=1)C.[OH-].[Li+]. Product: [CH2:17]([O:16][P:11]([C:8]1[CH:9]=[CH:10][C:5]([C:4]([OH:19])=[O:3])=[CH:6][CH:7]=1)([O:13][CH2:14][CH3:15])=[O:12])[CH3:18]. The catalyst class is: 24. (9) Reactant: FC(F)(F)C([O-])=[O:4].FC1C=CC(C2C(C[P+](CCCC)(CCCC)CCCC)=C(C(C)C)N=C(N(C)S(C)(=O)=O)N=2)=CC=1.[Si:44]([O:51][C@H:52]1[CH2:57][C:56](=[O:58])[O:55][C@H:54]([CH:59]=[O:60])[CH2:53]1)([C:47]([CH3:50])([CH3:49])[CH3:48])([CH3:46])[CH3:45].O. Product: [Si:44]([O:51][C@@H:52]1[CH2:53][C@@H:54]([CH:59]([OH:4])[OH:60])[O:55][C:56](=[O:58])[CH2:57]1)([C:47]([CH3:50])([CH3:49])[CH3:48])([CH3:46])[CH3:45]. The catalyst class is: 11. (10) Reactant: [CH3:1][C@H:2]1[CH2:7][N:6]2[N:8]=[CH:9][C:10]([N:11]3[C:15](=[O:16])[CH2:14][NH:13][CH2:12]3)=[C:5]2[CH2:4][N:3]1[C:17]([O:19][C:20]([CH3:23])([CH3:22])[CH3:21])=[O:18].[CH3:24][S:25](O[S:25]([CH3:24])(=[O:27])=[O:26])(=[O:27])=[O:26].C(N(C(C)C)C(C)C)C. Product: [CH3:1][C@H:2]1[CH2:7][N:6]2[N:8]=[CH:9][C:10]([N:11]3[C:15](=[O:16])[CH2:14][N:13]([S:25]([CH3:24])(=[O:27])=[O:26])[CH2:12]3)=[C:5]2[CH2:4][N:3]1[C:17]([O:19][C:20]([CH3:22])([CH3:21])[CH3:23])=[O:18]. The catalyst class is: 2.